This data is from Reaction yield outcomes from USPTO patents with 853,638 reactions. The task is: Predict the reaction yield, written as a fraction of the theoretical maximum amount of product (1.0 means a 100% yield; for example, 0.34 means a 34% yield). (1) The reactants are [NH2:1][C:2]1[CH:3]=[CH:4][C:5]([C:8]2[CH:13]=[CH:12][C:11]([C:14]34[CH2:21][CH2:20][C:17]([CH2:22][C:23]([O:25]C)=[O:24])([CH2:18][CH2:19]3)[O:16][CH2:15]4)=[CH:10][CH:9]=2)=[N:6][CH:7]=1.[CH3:27][C:28]1[O:29][C:30]([C:36]([F:39])([F:38])[F:37])=[C:31]([C:33](O)=[O:34])[N:32]=1.CN(C(ON1N=NC2C=CC=NC1=2)=[N+](C)C)C.F[P-](F)(F)(F)(F)F.[Li+].[OH-]. The catalyst is CN(C=O)C.O.C1COCC1.C(O)(=O)C.CCN(CC)CC. The product is [CH3:27][C:28]1[O:29][C:30]([C:36]([F:39])([F:37])[F:38])=[C:31]([C:33]([NH:1][C:2]2[CH:3]=[CH:4][C:5]([C:8]3[CH:13]=[CH:12][C:11]([C:14]45[CH2:21][CH2:20][C:17]([CH2:22][C:23]([OH:25])=[O:24])([CH2:18][CH2:19]4)[O:16][CH2:15]5)=[CH:10][CH:9]=3)=[N:6][CH:7]=2)=[O:34])[N:32]=1. The yield is 0.190. (2) The reactants are [Cl:1][C:2]1[N:3]=[C:4]([C:9]([NH:11][C@H:12]2[CH2:17][CH2:16][N:15]([C:18]3[S:19][C:20]([C:26]([O:28][CH2:29][CH3:30])=[O:27])=[C:21]([C:23](O)=[O:24])[N:22]=3)[CH2:14][C@H:13]2[O:31][CH2:32][CH3:33])=[O:10])[NH:5][C:6]=1[CH2:7][CH3:8].[CH:34]1([NH2:37])[CH2:36][CH2:35]1.CCN=C=NCCCN(C)C.Cl.ON1C2C=CC=CC=2N=N1. No catalyst specified. The product is [Cl:1][C:2]1[N:3]=[C:4]([C:9]([NH:11][C@H:12]2[CH2:17][CH2:16][N:15]([C:18]3[S:19][C:20]([C:26]([O:28][CH2:29][CH3:30])=[O:27])=[C:21]([C:23](=[O:24])[NH:37][CH:34]4[CH2:36][CH2:35]4)[N:22]=3)[CH2:14][C@H:13]2[O:31][CH2:32][CH3:33])=[O:10])[NH:5][C:6]=1[CH2:7][CH3:8]. The yield is 0.770. (3) The product is [C:21]([N:24]1[CH2:29][CH2:28][CH:27]([NH:1][C:2]2[N:11]=[CH:10][C:9]3[CH2:8][CH2:7][C:6]4[C:12]([C:16]([O:18][CH2:19][CH3:20])=[O:17])=[N:13][N:14]([CH3:15])[C:5]=4[C:4]=3[N:3]=2)[CH2:26][CH2:25]1)(=[O:23])[CH3:22]. The reactants are [NH2:1][C:2]1[N:11]=[CH:10][C:9]2[CH2:8][CH2:7][C:6]3[C:12]([C:16]([O:18][CH2:19][CH3:20])=[O:17])=[N:13][N:14]([CH3:15])[C:5]=3[C:4]=2[N:3]=1.[C:21]([N:24]1[CH2:29][CH2:28][C:27](=O)[CH2:26][CH2:25]1)(=[O:23])[CH3:22].C(O)(C(F)(F)F)=O.[BH-](OC(C)=O)(OC(C)=O)OC(C)=O.[Na+].[OH-].[Na+]. The yield is 0.700. The catalyst is CN(C)C=O. (4) The reactants are [C:1]1([C:7]2[N:12]=[CH:11][C:10]([NH:13][C:14](=[O:19])[CH2:15][C:16]([OH:18])=O)=[CH:9][CH:8]=2)[CH:6]=[CH:5][CH:4]=[CH:3][CH:2]=1.CCN(C(C)C)C(C)C.[CH:29]1[CH:30]=[CH:31]C2N(O)N=[N:35][C:33]=2[CH:34]=1.CCN=C=NCCCN(C)C.Cl.Cl.[Cl:52][C:53]1[CH:58]=[CH:57][CH:56]=[CH:55][C:54]=1[S:59]NC1CCNCC1. The catalyst is CN(C=O)C.O. The product is [Cl:52][C:53]1[CH:58]=[CH:57][CH:56]=[CH:55][C:54]=1[S:59][CH:29]1[CH2:30][CH2:31][N:35]([C:16](=[O:18])[CH2:15][C:14]([NH:13][C:10]2[CH:11]=[N:12][C:7]([C:1]3[CH:2]=[CH:3][CH:4]=[CH:5][CH:6]=3)=[CH:8][CH:9]=2)=[O:19])[CH2:33][CH2:34]1. The yield is 0.630.